Dataset: Full USPTO retrosynthesis dataset with 1.9M reactions from patents (1976-2016). Task: Predict the reactants needed to synthesize the given product. (1) Given the product [F:30][C:24]1[CH:25]=[CH:26][CH:27]=[C:28]([F:29])[C:23]=1[NH:22][C:20](=[O:21])[C:19]1[CH:31]=[CH:32][CH:33]=[C:17]([C:9]2[N:10]=[C:11]3[CH:16]=[CH:15][CH:14]=[CH:13][N:12]3[C:8]=2[C:6]2[CH:5]=[CH:4][N:3]=[C:2]([NH:39][C:38]3[CH:40]=[CH:41][C:42]([N:44]4[CH2:49][CH2:48][N:47]([CH2:50][CH2:51][S:52]([CH3:55])(=[O:54])=[O:53])[CH2:46][CH2:45]4)=[CH:43][C:37]=3[O:36][CH2:34][CH3:35])[N:7]=2)[CH:18]=1, predict the reactants needed to synthesize it. The reactants are: Cl[C:2]1[N:7]=[C:6]([C:8]2[N:12]3[CH:13]=[CH:14][CH:15]=[CH:16][C:11]3=[N:10][C:9]=2[C:17]2[CH:18]=[C:19]([CH:31]=[CH:32][CH:33]=2)[C:20]([NH:22][C:23]2[C:28]([F:29])=[CH:27][CH:26]=[CH:25][C:24]=2[F:30])=[O:21])[CH:5]=[CH:4][N:3]=1.[CH2:34]([O:36][C:37]1[CH:43]=[C:42]([N:44]2[CH2:49][CH2:48][N:47]([CH2:50][CH2:51][S:52]([CH3:55])(=[O:54])=[O:53])[CH2:46][CH2:45]2)[CH:41]=[CH:40][C:38]=1[NH2:39])[CH3:35].C1(C)C=CC(S(O)(=O)=O)=CC=1.C[O-].[Na+]. (2) Given the product [CH2:12]([O:8][C:6]1[CH:7]=[C:2]([F:1])[CH:3]=[CH:4][C:5]=1[N+:9]([O-:11])=[O:10])[C:13]1[CH:18]=[CH:17][CH:16]=[CH:15][CH:14]=1, predict the reactants needed to synthesize it. The reactants are: [F:1][C:2]1[CH:3]=[CH:4][C:5]([N+:9]([O-:11])=[O:10])=[C:6]([OH:8])[CH:7]=1.[CH2:12](Br)[C:13]1[CH:18]=[CH:17][CH:16]=[CH:15][CH:14]=1.C([O-])([O-])=O.[K+].[K+]. (3) Given the product [Cl:1][C:2]1[N:9]=[C:8]([Cl:10])[C:7]([CH:12]2[CH2:14][CH2:13]2)=[CH:6][C:3]=1[C:4]#[N:5], predict the reactants needed to synthesize it. The reactants are: [Cl:1][C:2]1[N:9]=[C:8]([Cl:10])[C:7](I)=[CH:6][C:3]=1[C:4]#[N:5].[CH:12]1(B(O)O)[CH2:14][CH2:13]1.[O-]P([O-])([O-])=O.[K+].[K+].[K+].P(C1CCCCC1)(C1CCCCC1)C1CCCCC1.